This data is from Forward reaction prediction with 1.9M reactions from USPTO patents (1976-2016). The task is: Predict the product of the given reaction. (1) Given the reactants [CH2:1]([CH2:3][NH2:4])[OH:2].[CH:5](=O)[C:6]1[CH:11]=[CH:10][CH:9]=[CH:8][CH:7]=1, predict the reaction product. The product is: [CH:5](=[N:4]/[CH2:3][CH2:1][OH:2])\[C:6]1[CH:11]=[CH:10][CH:9]=[CH:8][CH:7]=1. (2) Given the reactants [CH3:1][C:2]1O[C:10](=[O:12])[C:5]2=[CH:6][N:7]=[CH:8][CH:9]=[C:4]2[CH:3]=1.[C:13]([O:17][C:18]([CH3:21])([CH3:20])[CH3:19])(=[O:16])[NH:14][NH2:15], predict the reaction product. The product is: [C:18]([O:17][C:13](=[O:16])[NH:14][N:15]1[C:2]([CH3:1])=[CH:3][C:4]2[C:5](=[CH:6][N:7]=[CH:8][CH:9]=2)[C:10]1=[O:12])([CH3:21])([CH3:20])[CH3:19].